From a dataset of NCI-60 drug combinations with 297,098 pairs across 59 cell lines. Regression. Given two drug SMILES strings and cell line genomic features, predict the synergy score measuring deviation from expected non-interaction effect. (1) Synergy scores: CSS=21.3, Synergy_ZIP=-8.07, Synergy_Bliss=2.75, Synergy_Loewe=-7.21, Synergy_HSA=0.841. Drug 1: CC1=C(C=C(C=C1)NC(=O)C2=CC=C(C=C2)CN3CCN(CC3)C)NC4=NC=CC(=N4)C5=CN=CC=C5. Drug 2: CCN(CC)CCCC(C)NC1=C2C=C(C=CC2=NC3=C1C=CC(=C3)Cl)OC. Cell line: UO-31. (2) Drug 1: CC1=C(C(=O)C2=C(C1=O)N3CC4C(C3(C2COC(=O)N)OC)N4)N. Drug 2: C1C(C(OC1N2C=NC(=NC2=O)N)CO)O. Cell line: OVCAR-5. Synergy scores: CSS=26.0, Synergy_ZIP=0.749, Synergy_Bliss=1.58, Synergy_Loewe=-11.6, Synergy_HSA=1.77. (3) Drug 1: CCC1(CC2CC(C3=C(CCN(C2)C1)C4=CC=CC=C4N3)(C5=C(C=C6C(=C5)C78CCN9C7C(C=CC9)(C(C(C8N6C=O)(C(=O)OC)O)OC(=O)C)CC)OC)C(=O)OC)O.OS(=O)(=O)O. Drug 2: C1CNP(=O)(OC1)N(CCCl)CCCl. Cell line: SNB-75. Synergy scores: CSS=1.74, Synergy_ZIP=-2.02, Synergy_Bliss=-3.36, Synergy_Loewe=1.28, Synergy_HSA=-0.790.